From a dataset of Forward reaction prediction with 1.9M reactions from USPTO patents (1976-2016). Predict the product of the given reaction. (1) Given the reactants Br[CH2:2][C:3]1[CH:4]=[C:5]([CH:10]=[CH:11][CH:12]=1)[C:6]([O:8][CH3:9])=[O:7].[C-:13]#[N:14].[Na+].[ClH:16], predict the reaction product. The product is: [ClH:16].[CH3:9][O:8][C:6](=[O:7])[C:5]1[CH:10]=[CH:11][CH:12]=[C:3]([CH2:2][CH2:13][NH2:14])[CH:4]=1. (2) Given the reactants C1(C2C(O[C@@H]3CCCN(CC4C=CC(Cl)=C(Cl)C=4)C3)=CC(F)=C(C=2)C(O)=O)CC1.[CH:30]1([C:33]2[C:34]([O:43][C@@H:44]3[CH2:49][CH2:48][CH2:47][N:46]([CH2:50][C:51]4[CH:56]=[CH:55][C:54]([Cl:57])=[CH:53][C:52]=4[Cl:58])[CH2:45]3)=[CH:35][C:36]([F:42])=[C:37]([CH:41]=2)[C:38]([OH:40])=O)[CH2:32][CH2:31]1.CS(N)(=O)=O.[CH:64]1([S:67]([NH2:70])(=[O:69])=[O:68])[CH2:66][CH2:65]1, predict the reaction product. The product is: [CH:30]1([C:33]2[C:34]([O:43][C@@H:44]3[CH2:49][CH2:48][CH2:47][N:46]([CH2:50][C:51]4[CH:56]=[CH:55][C:54]([Cl:57])=[CH:53][C:52]=4[Cl:58])[CH2:45]3)=[CH:35][C:36]([F:42])=[C:37]([CH:41]=2)[C:38]([NH:70][S:67]([CH:64]2[CH2:66][CH2:65]2)(=[O:69])=[O:68])=[O:40])[CH2:31][CH2:32]1. (3) Given the reactants Br[C:2]1[CH:7]=[CH:6][C:5]([N+:8]([O-:10])=[O:9])=[CH:4][CH:3]=1.[C:11]([C:14]1[CH:15]=[C:16](B(O)O)[CH:17]=[CH:18][CH:19]=1)([OH:13])=[O:12].C(=O)([O-])[O-].[K+].[K+], predict the reaction product. The product is: [N+:8]([C:5]1[CH:6]=[CH:7][C:2]([C:18]2[CH:19]=[C:14]([CH:15]=[CH:16][CH:17]=2)[C:11]([OH:13])=[O:12])=[CH:3][CH:4]=1)([O-:10])=[O:9]. (4) Given the reactants [NH2:1][CH2:2][CH:3]([OH:11])[CH2:4][C:5]1[CH:10]=[CH:9][CH:8]=[CH:7][CH:6]=1.[CH3:12][C:13]([O:16][C:17](O[C:17]([O:16][C:13]([CH3:15])([CH3:14])[CH3:12])=[O:18])=[O:18])([CH3:15])[CH3:14], predict the reaction product. The product is: [OH:11][CH:3]([CH2:4][C:5]1[CH:6]=[CH:7][CH:8]=[CH:9][CH:10]=1)[CH2:2][NH:1][C:17](=[O:18])[O:16][C:13]([CH3:15])([CH3:14])[CH3:12]. (5) Given the reactants [N-:1]=[N+:2]=[N-:3].[Na+].[CH3:5][C:6]([OH:24])([CH3:23])[CH2:7][NH:8][C:9]1[C:18]2[C:13](=[CH:14][CH:15]=[CH:16][CH:17]=2)[N:12]=[C:11](Cl)[C:10]=1[N+:20]([O-:22])=[O:21].CN(C)C=O.CC(C)=O, predict the reaction product. The product is: [CH3:23][C:6]([OH:24])([CH3:5])[CH2:7][NH:8][C:9]1[C:18]2[C:17](=[CH:16][CH:15]=[CH:14][CH:13]=2)[N:1]2[N:2]=[N:3][N:12]=[C:11]2[C:10]=1[N+:20]([O-:22])=[O:21]. (6) Given the reactants [C:1]([N:4]1[CH2:9][CH2:8][CH:7]([N:10]2[CH:14]=[C:13]([C:15]3[CH:16]=[N:17][C:18]([NH2:30])=[C:19]([C:21]4[O:22][C:23]5[CH:29]=[CH:28][CH:27]=[CH:26][C:24]=5[N:25]=4)[CH:20]=3)[C:12]([CH:31]=O)=[N:11]2)[CH2:6][CH2:5]1)(=[O:3])[CH3:2].[CH3:33][NH2:34].[Na], predict the reaction product. The product is: [NH2:30][C:18]1[N:17]=[CH:16][C:15]([C:13]2[C:12]([CH2:31][NH:34][CH3:33])=[N:11][N:10]([CH:7]3[CH2:6][CH2:5][N:4]([C:1](=[O:3])[CH3:2])[CH2:9][CH2:8]3)[CH:14]=2)=[CH:20][C:19]=1[C:21]1[O:22][C:23]2[CH:29]=[CH:28][CH:27]=[CH:26][C:24]=2[N:25]=1.